The task is: Predict which catalyst facilitates the given reaction.. This data is from Catalyst prediction with 721,799 reactions and 888 catalyst types from USPTO. (1) Reactant: [F:1][C:2]1([F:24])[CH2:7][CH2:6][CH:5]([CH2:8][NH:9][C:10]([C:12]2[C:13]3[CH:14]=[CH:15][C:16](Cl)=[N:17][C:18]=3[CH:19]=[CH:20][C:21]=2[Cl:22])=[O:11])[CH2:4][CH2:3]1.[NH:25]1[CH2:29][CH2:28][CH:27]([NH:30][C:31](=[O:33])[CH3:32])[CH2:26]1. Product: [F:1][C:2]1([F:24])[CH2:7][CH2:6][CH:5]([CH2:8][NH:9][C:10]([C:12]2[C:13]3[CH:14]=[CH:15][C:16]([N:25]4[CH2:29][CH2:28][CH:27]([NH:30][C:31](=[O:33])[CH3:32])[CH2:26]4)=[N:17][C:18]=3[CH:19]=[CH:20][C:21]=2[Cl:22])=[O:11])[CH2:4][CH2:3]1. The catalyst class is: 16. (2) Reactant: C[O:2][C:3]1[CH:10]=[CH:9][C:8]([O:11][CH3:12])=[CH:7][C:4]=1[CH:5]=[O:6].[Cl-].[Al+3].[Cl-].[Cl-]. Product: [OH:2][C:3]1[CH:10]=[CH:9][C:8]([O:11][CH3:12])=[CH:7][C:4]=1[CH:5]=[O:6]. The catalyst class is: 34. (3) Reactant: Cl[Si](C)(C)C.[F:6][C:7]1[CH:8]=[C:9]([CH:16]=[C:17]([F:19])[CH:18]=1)[CH2:10][CH:11]([C:13]([OH:15])=[O:14])[NH2:12].C(N(C(C)C)C(C)C)C.[CH:29]1(/[CH:35]=[CH:36]/[C:37](Cl)=[O:38])[CH2:34][CH2:33][CH2:32][CH2:31][CH2:30]1. Product: [CH:29]1(/[CH:35]=[CH:36]/[C:37]([NH:12][C@H:11]([C:13]([OH:15])=[O:14])[CH2:10][C:9]2[CH:8]=[C:7]([F:6])[CH:18]=[C:17]([F:19])[CH:16]=2)=[O:38])[CH2:34][CH2:33][CH2:32][CH2:31][CH2:30]1. The catalyst class is: 4. (4) Reactant: [CH2:1]([N:5]([CH2:29][CH2:30][CH2:31][CH3:32])[C:6]1[CH:11]=[CH:10][C:9](/[CH:12]=[CH:13]/[CH:14]=[CH:15]/[C:16]2[S:17][CH:18]=[CH:19][C:20]=2[O:21][Si:22]([C:25]([CH3:28])([CH3:27])[CH3:26])([CH3:24])[CH3:23])=[CH:8][CH:7]=1)[CH2:2][CH2:3][CH3:4].C([Li])CCC.CN([CH:41]=[O:42])C.O. Product: [CH2:29]([N:5]([CH2:1][CH2:2][CH2:3][CH3:4])[C:6]1[CH:7]=[CH:8][C:9](/[CH:12]=[CH:13]/[CH:14]=[CH:15]/[C:16]2[S:17][C:18]([CH:41]=[O:42])=[CH:19][C:20]=2[O:21][Si:22]([C:25]([CH3:28])([CH3:27])[CH3:26])([CH3:23])[CH3:24])=[CH:10][CH:11]=1)[CH2:30][CH2:31][CH3:32]. The catalyst class is: 1. (5) Reactant: [Cl:1][C:2]1[CH:7]=[CH:6][C:5]([C@@H:8]2[C@:10]3([C:18]4[C:13](=[CH:14][CH:15]=[CH:16][CH:17]=4)[NH:12][C:11]3=[O:19])[CH2:9]2)=[CH:4][CH:3]=1.C[Si]([N-][Si](C)(C)C)(C)C.[K+].[CH2:30](Br)[CH2:31][Br:32].O. Product: [Br:32][CH2:31][CH2:30][N:12]1[C:13]2[C:18](=[CH:17][CH:16]=[CH:15][CH:14]=2)[C@:10]2([CH2:9][C@H:8]2[C:5]2[CH:4]=[CH:3][C:2]([Cl:1])=[CH:7][CH:6]=2)[C:11]1=[O:19]. The catalyst class is: 3. (6) Reactant: [NH:1]1[CH2:6][CH2:5][CH2:4][CH2:3][CH2:2]1.[F:7][C:8]1[C:9](=[O:45])[N:10]([CH2:20][CH2:21][CH:22]([F:44])[CH2:23][N:24]2[CH:28]=[C:27]([C:29](=[O:43])[NH:30][CH2:31][C:32]3[CH:37]=[CH:36][CH:35]=[C:34]([O:38][C:39]([F:42])([F:41])[F:40])[CH:33]=3)[N:26]=[N:25]2)[CH:11]=[CH:12][C:13]=1[NH:14][C:15](=[O:19])[C:16]([O-])=[O:17].[Li+].CN(C(ON1N=NC2C=CC=NC1=2)=[N+](C)C)C.F[P-](F)(F)(F)(F)F.CCN(C(C)C)C(C)C. Product: [F:44][CH:22]([CH2:21][CH2:20][N:10]1[CH:11]=[CH:12][C:13]([NH:14][C:15](=[O:19])[C:16](=[O:17])[N:1]2[CH2:6][CH2:5][CH2:4][CH2:3][CH2:2]2)=[C:8]([F:7])[C:9]1=[O:45])[CH2:23][N:24]1[CH:28]=[C:27]([C:29]([NH:30][CH2:31][C:32]2[CH:37]=[CH:36][CH:35]=[C:34]([O:38][C:39]([F:41])([F:42])[F:40])[CH:33]=2)=[O:43])[N:26]=[N:25]1. The catalyst class is: 3. (7) Reactant: [C:1]([OH:5])(=[O:4])[CH2:2][OH:3].O1[B:11]([C@@H:12]([NH:17][C:18](=[O:31])[CH2:19][NH:20][C:21](=[O:30])[C:22]2[CH:27]=[C:26]([Cl:28])[CH:25]=[CH:24][C:23]=2[Cl:29])[CH2:13][CH:14]([CH3:16])[CH3:15])O[B:11]([C@@H:12]([NH:17][C:18](=[O:31])[CH2:19][NH:20][C:21](=[O:30])[C:22]2[CH:27]=[C:26]([Cl:28])[CH:25]=[CH:24][C:23]=2[Cl:29])[CH2:13][CH:14]([CH3:16])[CH3:15])O[B:11]1[C@@H:12]([NH:17][C:18](=[O:31])[CH2:19][NH:20][C:21](=[O:30])[C:22]1[CH:27]=[C:26]([Cl:28])[CH:25]=[CH:24][C:23]=1[Cl:29])[CH2:13][CH:14]([CH3:16])[CH3:15]. Product: [Cl:29][C:23]1[CH:24]=[CH:25][C:26]([Cl:28])=[CH:27][C:22]=1[C:21]([NH:20][CH2:19][C:18]([NH:17][C@H:12]([B:11]1[O:4][C:1](=[O:5])[CH2:2][O:3]1)[CH2:13][CH:14]([CH3:16])[CH3:15])=[O:31])=[O:30]. The catalyst class is: 25. (8) Reactant: [CH2:1]([N:8]1[CH:12]=[CH:11][N:10]=[CH:9]1)[C:2]1[CH:7]=[CH:6][CH:5]=[CH:4][CH:3]=1.[Li+].CC([N-]C(C)C)C.[P:21](Cl)([O:26][CH2:27][CH3:28])([O:23][CH2:24][CH3:25])=[O:22]. Product: [CH2:1]([N:8]1[CH:12]=[CH:11][N:10]=[C:9]1[P:21]([O:26][CH2:27][CH3:28])([O:23][CH2:24][CH3:25])=[O:22])[C:2]1[CH:3]=[CH:4][CH:5]=[CH:6][CH:7]=1. The catalyst class is: 1. (9) Reactant: CC[C@H]1[C@H]2C[C@H]([C@H](OC3C4C(=CC=CC=4)C(O[C@H](C4C=CN=C5C=4C=C(OC)C=C5)[C@@H]4N5C[C@H](CC)[C@@H](CC5)C4)=NN=3)C3C=CN=C4C=3C=C([O:22]C)C=C4)N(CC2)C1.CS(N)(=O)=O.[NH2:64][C:65]1[N:66]=[CH:67][C:68]([C:84]2[CH:94]=[CH:93][C:87]([C:88]([N:90]([CH3:92])[CH3:91])=[O:89])=[CH:86][CH:85]=2)=[N:69][C:70]=1[C:71]1[O:72][C:73]([C:76]2[CH:81]=[CH:80]C(C=C)=[CH:78][CH:77]=2)=[N:74][N:75]=1.[O-]S([O-])(=S)=O.[Na+].[Na+].[Na+].[Cl-].[C:104]([OH:108])(C)([CH3:106])[CH3:105]. Product: [NH2:64][C:65]1[N:66]=[CH:67][C:68]([C:84]2[CH:94]=[CH:93][C:87]([C:88]([N:90]([CH3:92])[CH3:91])=[O:89])=[CH:86][CH:85]=2)=[N:69][C:70]=1[C:71]1[O:72][C:73]([C:76]2[CH:81]=[CH:80][C:105]([CH:104]([OH:108])[CH2:106][OH:22])=[CH:78][CH:77]=2)=[N:74][N:75]=1. The catalyst class is: 6.